This data is from HIV replication inhibition screening data with 41,000+ compounds from the AIDS Antiviral Screen. The task is: Binary Classification. Given a drug SMILES string, predict its activity (active/inactive) in a high-throughput screening assay against a specified biological target. The drug is N#CCCCCn1cnc2c(N)ncnc21. The result is 0 (inactive).